This data is from Forward reaction prediction with 1.9M reactions from USPTO patents (1976-2016). The task is: Predict the product of the given reaction. (1) Given the reactants [NH2:1][C:2]1[CH:7]=[CH:6][CH:5]=[CH:4][C:3]=1[OH:8].[CH:9](=O)[C:10]1[CH:15]=[CH:14][CH:13]=[CH:12][CH:11]=1, predict the reaction product. The product is: [CH:9](=[N:1][C:2]1[CH:7]=[CH:6][CH:5]=[CH:4][C:3]=1[OH:8])[C:10]1[CH:15]=[CH:14][CH:13]=[CH:12][CH:11]=1. (2) Given the reactants Br.[Cl:2][C:3]1[CH:8]=[CH:7][N:6]=[C:5]([NH:9]C(=O)OC(C)(C)C)[C:4]=1[I:17].[OH-].[Na+], predict the reaction product. The product is: [Cl:2][C:3]1[CH:8]=[CH:7][N:6]=[C:5]([NH2:9])[C:4]=1[I:17].